Dataset: Forward reaction prediction with 1.9M reactions from USPTO patents (1976-2016). Task: Predict the product of the given reaction. Given the reactants [CH3:1][O:2][C:3]1[CH:4]=[C:5]([CH:9]([C:13]2[CH:18]=[CH:17][CH:16]=[CH:15][CH:14]=2)[CH2:10][CH2:11]O)[CH:6]=[CH:7][CH:8]=1.C1(P(C2C=CC=CC=2)C2C=CC=CC=2)C=CC=CC=1.[Br:38]N1C(=O)CCC1=O, predict the reaction product. The product is: [Br:38][CH2:11][CH2:10][CH:9]([C:5]1[CH:4]=[C:3]([O:2][CH3:1])[CH:8]=[CH:7][CH:6]=1)[C:13]1[CH:18]=[CH:17][CH:16]=[CH:15][CH:14]=1.